Dataset: Forward reaction prediction with 1.9M reactions from USPTO patents (1976-2016). Task: Predict the product of the given reaction. Given the reactants [N+:1]([C:4]1[CH:12]=[CH:11][C:7]([C:8](Cl)=[O:9])=[CH:6][CH:5]=1)([O-:3])=[O:2].[C:13](#[N:17])[CH2:14][C:15]#[N:16].[OH-].[Na+], predict the reaction product. The product is: [OH:9][C:8]([C:7]1[CH:11]=[CH:12][C:4]([N+:1]([O-:3])=[O:2])=[CH:5][CH:6]=1)=[C:14]([C:13]#[N:17])[C:15]#[N:16].